Dataset: Catalyst prediction with 721,799 reactions and 888 catalyst types from USPTO. Task: Predict which catalyst facilitates the given reaction. (1) Reactant: CO.[I:3][C:4]1[C:5](=[O:35])[CH:6]2[O:10][C:9]([CH3:12])([CH3:11])[O:8][CH:7]2[C:13]=1[CH2:14][O:15][C:16]([C:29]1[CH:34]=[CH:33][CH:32]=[CH:31][CH:30]=1)([C:23]1[CH:28]=[CH:27][CH:26]=[CH:25][CH:24]=1)[C:17]1[CH:22]=[CH:21][CH:20]=[CH:19][CH:18]=1.[BH4-].[Na+]. Product: [I:3][C:4]1[C@H:5]([OH:35])[C@@H:6]2[O:10][C:9]([CH3:12])([CH3:11])[O:8][C@@H:7]2[C:13]=1[CH2:14][O:15][C:16]([C:23]1[CH:24]=[CH:25][CH:26]=[CH:27][CH:28]=1)([C:17]1[CH:18]=[CH:19][CH:20]=[CH:21][CH:22]=1)[C:29]1[CH:34]=[CH:33][CH:32]=[CH:31][CH:30]=1. The catalyst class is: 170. (2) Reactant: [NH2:1][C:2]1[CH:7]=[C:6]([F:8])[C:5]([CH3:9])=[CH:4][C:3]=1[NH:10][CH:11]1[CH2:16][CH2:15][N:14]([C@H:17]2[CH2:22][CH2:21][C@H:20]([O:23][CH3:24])[CH2:19][CH2:18]2)[CH2:13][CH2:12]1.C(N(C(C)C)CC)(C)C.[Cl:34][C:35](Cl)([O:37]C(=O)OC(Cl)(Cl)Cl)Cl.C([O-])(O)=O.[Na+]. Product: [ClH:34].[F:8][C:6]1[C:5]([CH3:9])=[CH:4][C:3]2[N:10]([CH:11]3[CH2:12][CH2:13][N:14]([C@H:17]4[CH2:22][CH2:21][C@H:20]([O:23][CH3:24])[CH2:19][CH2:18]4)[CH2:15][CH2:16]3)[C:35](=[O:37])[NH:1][C:2]=2[CH:7]=1. The catalyst class is: 46. (3) Reactant: [CH3:1][O:2][C:3]1[CH:19]=[CH:18][CH:17]=[CH:16][C:4]=1[O:5][CH2:6][CH:7]([OH:15])[CH2:8][N:9]1[CH2:14][CH2:13][NH:12][CH2:11][CH2:10]1.[CH3:20][C:21]1[CH:26]=[CH:25][CH:24]=[C:23]([CH3:27])[C:22]=1[NH:28][C:29](=[O:37])[CH2:30]N1CCNCC1. Product: [CH3:20][C:21]1[C:22]([NH:28][C:29]([CH2:30][N:12]2[CH2:13][CH2:14][N:9]([CH2:8][CH:7]([OH:15])[CH2:6][O:5][C:4]3[CH:16]=[CH:17][CH:18]=[CH:19][C:3]=3[O:2][CH3:1])[CH2:10][CH2:11]2)=[O:37])=[C:23]([CH3:27])[CH:24]=[CH:25][CH:26]=1. The catalyst class is: 21. (4) Reactant: [CH3:1][C:2]1[O:6][C:5]([C:7]2[CH:12]=[CH:11][CH:10]=[CH:9][CH:8]=2)=[N:4][C:3]=1[CH2:13][CH2:14][C:15]1[S:16][CH:17]=[C:18]([CH2:20][O:21][C:22]2[CH:23]=[C:24]([CH2:28][C:29]([O:31]C)=[O:30])[CH:25]=[CH:26][CH:27]=2)[N:19]=1.O1CCCC1.[OH-].[Na+].Cl. Product: [CH3:1][C:2]1[O:6][C:5]([C:7]2[CH:8]=[CH:9][CH:10]=[CH:11][CH:12]=2)=[N:4][C:3]=1[CH2:13][CH2:14][C:15]1[S:16][CH:17]=[C:18]([CH2:20][O:21][C:22]2[CH:23]=[C:24]([CH2:28][C:29]([OH:31])=[O:30])[CH:25]=[CH:26][CH:27]=2)[N:19]=1. The catalyst class is: 72.